This data is from Forward reaction prediction with 1.9M reactions from USPTO patents (1976-2016). The task is: Predict the product of the given reaction. (1) Given the reactants [C:1](=[O:4])([O-])[O-].[Cs+].[Cs+].[C:7]([OH:19])(=[O:18])[CH2:8][CH2:9][CH2:10][CH2:11][CH2:12][CH2:13][CH2:14][C:15]([OH:17])=[O:16].[C:20]([O:26][CH2:27]Cl)(=[O:25])[C:21]([CH3:24])([CH3:23])[CH3:22].[Na+].[I-].CN(C)[CH:33]=[O:34], predict the reaction product. The product is: [CH3:22][C:21]([CH3:24])([CH3:23])[C:20]([O:26][CH2:27][O:16][C:15](=[O:17])[CH2:14][CH2:13][CH2:12][CH2:11][CH2:10][CH2:9][CH2:8][C:7]([O:19][CH2:1][O:4][C:33](=[O:34])[C:21]([CH3:23])([CH3:22])[CH3:20])=[O:18])=[O:25]. (2) Given the reactants [N:1]1[CH:6]=[CH:5][CH:4]=[CH:3][C:2]=1[CH2:7][C:8]([OH:10])=O.[CH2:11]([C@@H:18]1[NH:23][CH2:22][CH2:21][N:20]([C:24]2[CH:32]=[C:31]3[C:27]([C:28]([CH2:38][CH3:39])=[N:29][N:30]3[CH:33]3[CH2:37][CH2:36][CH2:35]C3)=[CH:26][CH:25]=2)[CH2:19]1)[C:12]1[CH:17]=[CH:16][CH:15]=[CH:14][CH:13]=1, predict the reaction product. The product is: [CH2:11]([C@H:18]1[CH2:19][N:20]([C:24]2[CH:32]=[C:31]3[C:27]([C:28]([CH2:38][CH3:39])=[N:29][N:30]3[CH:33]3[CH2:35][CH2:36][CH2:37]3)=[CH:26][CH:25]=2)[CH2:21][CH2:22][N:23]1[C:8](=[O:10])[CH2:7][C:2]1[CH:3]=[CH:4][CH:5]=[CH:6][N:1]=1)[C:12]1[CH:13]=[CH:14][CH:15]=[CH:16][CH:17]=1. (3) Given the reactants [Cl:1][C:2]1[CH:3]=[C:4]([C:10]2[N:11]=[C:12]([CH:23]3[CH2:25][CH2:24]3)[S:13][C:14]=2[C:15]2[CH:20]=[CH:19][N:18]=[C:17]([S:21][CH3:22])[N:16]=2)[C:5]([F:9])=[C:6]([CH:8]=1)[NH2:7].N1C=CC=CC=1.[CH3:32][S:33](Cl)(=[O:35])=[O:34], predict the reaction product. The product is: [Cl:1][C:2]1[CH:3]=[C:4]([C:10]2[N:11]=[C:12]([CH:23]3[CH2:24][CH2:25]3)[S:13][C:14]=2[C:15]2[CH:20]=[CH:19][N:18]=[C:17]([S:21][CH3:22])[N:16]=2)[C:5]([F:9])=[C:6]([NH:7][S:33]([CH3:32])(=[O:35])=[O:34])[CH:8]=1.